Dataset: Full USPTO retrosynthesis dataset with 1.9M reactions from patents (1976-2016). Task: Predict the reactants needed to synthesize the given product. (1) The reactants are: [F:1][C:2]1[C:3]([N+:11]([O-])=O)=[CH:4][C:5]2[CH2:9][CH2:8][S:7][C:6]=2[CH:10]=1.[NH4+].[Cl-]. Given the product [F:1][C:2]1[C:3]([NH2:11])=[CH:4][C:5]2[CH2:9][CH2:8][S:7][C:6]=2[CH:10]=1, predict the reactants needed to synthesize it. (2) Given the product [C:1]([O:5][C:6]([N:8]1[CH2:12][C@H:11]([S:13][CH2:14][C:15]2[CH:16]=[CH:17][C:18]([O:21][CH3:22])=[CH:19][CH:20]=2)[CH2:10][C@H:9]1[CH2:23][CH2:24][C:25]([C:35]1[CH:36]=[CH:37][C:32]([F:31])=[CH:33][CH:34]=1)=[O:30])=[O:7])([CH3:2])([CH3:4])[CH3:3], predict the reactants needed to synthesize it. The reactants are: [C:1]([O:5][C:6]([N:8]1[CH2:12][C@H:11]([S:13][CH2:14][C:15]2[CH:20]=[CH:19][C:18]([O:21][CH3:22])=[CH:17][CH:16]=2)[CH2:10][C@H:9]1[CH2:23][CH2:24][C:25](=[O:30])N(OC)C)=[O:7])([CH3:4])([CH3:3])[CH3:2].[F:31][C:32]1[CH:37]=[CH:36][C:35]([Mg]Br)=[CH:34][CH:33]=1.